This data is from Forward reaction prediction with 1.9M reactions from USPTO patents (1976-2016). The task is: Predict the product of the given reaction. Given the reactants Br[C:2]1[CH:18]=[CH:17][C:5]2[CH2:6][CH2:7][N:8]([C:11](=[O:16])[C:12]([F:15])([F:14])[F:13])[CH2:9][CH2:10][C:4]=2[C:3]=1[OH:19].[CH3:20][N:21]1C(=O)CCC1, predict the reaction product. The product is: [C:20]([C:2]1[CH:18]=[CH:17][C:5]2[CH2:6][CH2:7][N:8]([C:11](=[O:16])[C:12]([F:15])([F:14])[F:13])[CH2:9][CH2:10][C:4]=2[C:3]=1[OH:19])#[N:21].